From a dataset of Forward reaction prediction with 1.9M reactions from USPTO patents (1976-2016). Predict the product of the given reaction. (1) Given the reactants [CH3:1][C:2]1[NH:3][C:4]([CH3:24])=[C:5]([C:20]([O:22][CH3:23])=[O:21])[CH:6]([C:11]2[CH:16]=[CH:15][CH:14]=[C:13]([N+:17]([O-:19])=[O:18])[CH:12]=2)[C:7]=1[C:8](O)=[O:9].CN(C=O)C.S(Cl)([Cl:32])=O, predict the reaction product. The product is: [CH3:1][C:2]1[NH:3][C:4]([CH3:24])=[C:5]([C:20]([O:22][CH3:23])=[O:21])[CH:6]([C:11]2[CH:16]=[CH:15][CH:14]=[C:13]([N+:17]([O-:19])=[O:18])[CH:12]=2)[C:7]=1[C:8]([Cl:32])=[O:9]. (2) Given the reactants [Cl:1][C:2]1[C:11]2[N:10]=[C:9]([C:12]3[N:16]([C:17]4[C:22]([Cl:23])=[CH:21][CH:20]=[CH:19][N:18]=4)[N:15]=[C:14]([Cl:24])[CH:13]=3)[O:8][C:7](=[O:25])[C:6]=2[CH:5]=[C:4](I)[CH:3]=1.[Cu][C:28]#[N:29], predict the reaction product. The product is: [Cl:1][C:2]1[C:11]2[N:10]=[C:9]([C:12]3[N:16]([C:17]4[C:22]([Cl:23])=[CH:21][CH:20]=[CH:19][N:18]=4)[N:15]=[C:14]([Cl:24])[CH:13]=3)[O:8][C:7](=[O:25])[C:6]=2[CH:5]=[C:4]([C:28]#[N:29])[CH:3]=1. (3) Given the reactants C([NH:8][CH:9]1[CH2:14][CH2:13][C:12]([NH:27][C:28](=[O:34])[O:29][C:30]([CH3:33])([CH3:32])[CH3:31])([C:15](=[O:26])[NH:16][C@@H:17]([C:19]2[CH:24]=[CH:23][C:22]([F:25])=[CH:21][CH:20]=2)[CH3:18])[CH2:11][CH2:10]1)C1C=CC=CC=1.[H][H], predict the reaction product. The product is: [C:30]([O:29][C:28](=[O:34])[NH:27][C:12]1([C:15](=[O:26])[NH:16][C@@H:17]([C:19]2[CH:20]=[CH:21][C:22]([F:25])=[CH:23][CH:24]=2)[CH3:18])[CH2:13][CH2:14][CH:9]([NH2:8])[CH2:10][CH2:11]1)([CH3:31])([CH3:32])[CH3:33]. (4) Given the reactants Cl.Cl.[CH:3]1([N:9]([CH3:16])[CH:10]2[CH2:15][CH2:14][NH:13][CH2:12][CH2:11]2)[CH2:8][CH2:7][CH2:6][CH2:5][CH2:4]1.Cl[C:18]([O:20][C:21]1[CH:26]=[CH:25][C:24]([O:27][C:28]2[CH:33]=[CH:32][C:31]([C:34]([F:37])([F:36])[F:35])=[CH:30][N:29]=2)=[CH:23][CH:22]=1)=[O:19].C(NC(C)C)(C)C, predict the reaction product. The product is: [F:36][C:34]([F:35])([F:37])[C:31]1[CH:32]=[CH:33][C:28]([O:27][C:24]2[CH:25]=[CH:26][C:21]([O:20][C:18]([N:13]3[CH2:12][CH2:11][CH:10]([N:9]([CH:3]4[CH2:8][CH2:7][CH2:6][CH2:5][CH2:4]4)[CH3:16])[CH2:15][CH2:14]3)=[O:19])=[CH:22][CH:23]=2)=[N:29][CH:30]=1.